Dataset: Peptide-MHC class II binding affinity with 134,281 pairs from IEDB. Task: Regression. Given a peptide amino acid sequence and an MHC pseudo amino acid sequence, predict their binding affinity value. This is MHC class II binding data. (1) The peptide sequence is TVLFGVSRSMGIGSQ. The MHC is DRB3_0202 with pseudo-sequence DRB3_0202. The binding affinity (normalized) is 0.228. (2) The MHC is DRB1_1301 with pseudo-sequence DRB1_1301. The peptide sequence is QPSKGWNDWENVPFC. The binding affinity (normalized) is 0.354. (3) The peptide sequence is VSMMIAMEVVLRKRQ. The MHC is DRB5_0101 with pseudo-sequence DRB5_0101. The binding affinity (normalized) is 0. (4) The peptide sequence is NLDVYDWSIPDDLLA. The MHC is DRB1_1302 with pseudo-sequence DRB1_1302. The binding affinity (normalized) is 0.428. (5) The peptide sequence is SNSEAIADKLDKSYF. The MHC is DRB1_0101 with pseudo-sequence DRB1_0101. The binding affinity (normalized) is 0.139. (6) The peptide sequence is LMIMKSNQKNMFLKV. The MHC is DRB3_0101 with pseudo-sequence DRB3_0101. The binding affinity (normalized) is 0.235. (7) The peptide sequence is QKLIEDINASFRAAM. The MHC is DRB1_1201 with pseudo-sequence DRB1_1201. The binding affinity (normalized) is 0.583.